From a dataset of Reaction yield outcomes from USPTO patents with 853,638 reactions. Predict the reaction yield, written as a fraction of the theoretical maximum amount of product (1.0 means a 100% yield; for example, 0.34 means a 34% yield). (1) The reactants are [C:1]1([C:22]2[CH:27]=[CH:26][CH:25]=[CH:24][CH:23]=2)[CH:6]=[CH:5][CH:4]=[CH:3][C:2]=1[NH:7][C:8]([O:10][CH:11]1[CH2:16][CH2:15][N:14]([CH2:17][CH2:18][C:19]([OH:21])=O)[CH2:13][CH2:12]1)=[O:9].CN(C(ON1N=NC2C=CC=NC1=2)=[N+](C)C)C.F[P-](F)(F)(F)(F)F.[NH2:52][CH2:53][CH2:54][CH2:55][CH2:56][CH2:57][OH:58].CCN(C(C)C)C(C)C. The catalyst is C(Cl)Cl.CS(C)=O. The product is [O:58]=[CH:57][CH2:56][CH2:55][CH2:54][CH2:53][NH:52][C:19]([CH2:18][CH2:17][N:14]1[CH2:13][CH2:12][CH:11]([O:10][C:8](=[O:9])[NH:7][C:2]2[CH:3]=[CH:4][CH:5]=[CH:6][C:1]=2[C:22]2[CH:23]=[CH:24][CH:25]=[CH:26][CH:27]=2)[CH2:16][CH2:15]1)=[O:21]. The yield is 0.800. (2) The reactants are [F:1][C:2]1[CH:3]=[C:4]([CH:8]=[CH:9][CH:10]=1)/[CH:5]=[N:6]\[OH:7].[Cl:11]N1C(=O)CCC1=O. The catalyst is CN(C=O)C. The product is [OH:7]/[N:6]=[C:5](\[Cl:11])/[C:4]1[CH:8]=[CH:9][CH:10]=[C:2]([F:1])[CH:3]=1. The yield is 0.730. (3) The reactants are [CH3:1][CH:2]([O:4][C:5]1[CH:11]=[CH:10][CH:9]=[CH:8][C:6]=1[NH2:7])[CH3:3].P(=O)(O)(O)O.[N+]([O-])(O)=O.[N:21]([O-])=O.[Na+].C([O-])(=O)C.[K+].[C:30]([CH2:33][C:34](=[O:36])[CH3:35])(=[O:32])[CH3:31]. The catalyst is O.C(O)C. The product is [CH3:3][CH:2]([O:4][C:5]1[CH:11]=[CH:10][CH:9]=[CH:8][C:6]=1[NH:7][N:21]=[C:33]([C:34](=[O:36])[CH3:35])[C:30](=[O:32])[CH3:31])[CH3:1]. The yield is 0.300.